This data is from Full USPTO retrosynthesis dataset with 1.9M reactions from patents (1976-2016). The task is: Predict the reactants needed to synthesize the given product. (1) Given the product [CH:35]([O:34][C:31]1[CH:32]=[CH:33][C:28]([NH:27][C:25]([C@H:19]2[C@H:18]3[CH2:24][CH2:23][C@H:21]([CH2:22][N:17]3[S:14]([C:13]3[CH:12]=[CH:11][S:10][CH:9]=3)(=[O:15])=[O:16])[CH2:20]2)=[O:26])=[CH:29][CH:30]=1)([CH3:37])[CH3:36], predict the reactants needed to synthesize it. The reactants are: C(N(CC)CC)C.Cl[C:9]1[S:10][C:11](Cl)=[CH:12][C:13]=1[S:14]([N:17]1[CH2:22][C@H:21]2[CH2:23][CH2:24][C@@H:18]1[C@H:19]([C:25]([NH:27][C:28]1[CH:33]=[CH:32][C:31]([O:34][CH:35]([CH3:37])[CH3:36])=[CH:30][CH:29]=1)=[O:26])[CH2:20]2)(=[O:16])=[O:15].[H][H]. (2) Given the product [Br:1][C:2]1[CH:3]=[CH:4][C:5]([O:11][CH3:12])=[C:6]([CH2:8][CH2:9][NH:10][CH2:16][CH:13]2[CH2:15][CH2:14]2)[CH:7]=1, predict the reactants needed to synthesize it. The reactants are: [Br:1][C:2]1[CH:3]=[CH:4][C:5]([O:11][CH3:12])=[C:6]([CH2:8][CH2:9][NH2:10])[CH:7]=1.[CH:13]1([CH:16]=O)[CH2:15][CH2:14]1. (3) Given the product [Cl:15][C:16]1[CH:21]=[C:20]([O:22][CH3:23])[CH:19]=[CH:18][C:17]=1[O:24][C:2]1[CH:7]=[N:6][NH:5][C:4](=[O:14])[CH:3]=1, predict the reactants needed to synthesize it. The reactants are: I[C:2]1[CH:7]=[N:6][N:5](C2CCCCO2)[C:4](=[O:14])[CH:3]=1.[Cl:15][C:16]1[CH:21]=[C:20]([O:22][CH3:23])[CH:19]=[CH:18][C:17]=1[OH:24]. (4) Given the product [OH:29][CH:30]1[CH2:31][CH2:32][N:33]([C:36]2[CH:42]=[CH:41][C:39]([NH:40][C:15]([C:14]3[CH:18]=[CH:19][C:11]([C:6]4[C:5]5[C:9](=[CH:10][C:2]([NH:1][C:26]([C:22]6[N:21]([CH3:20])[CH:25]=[CH:24][CH:23]=6)=[O:28])=[CH:3][CH:4]=5)[NH:8][CH:7]=4)=[CH:12][CH:13]=3)=[O:16])=[CH:38][CH:37]=2)[CH2:34][CH2:35]1, predict the reactants needed to synthesize it. The reactants are: [NH2:1][C:2]1[CH:10]=[C:9]2[C:5]([C:6]([C:11]3[CH:19]=[CH:18][C:14]([C:15](O)=[O:16])=[CH:13][CH:12]=3)=[CH:7][NH:8]2)=[CH:4][CH:3]=1.[CH3:20][N:21]1[CH:25]=[CH:24][CH:23]=[C:22]1[C:26]([OH:28])=O.[OH:29][CH:30]1[CH2:35][CH2:34][N:33]([C:36]2[CH:42]=[CH:41][C:39]([NH2:40])=[CH:38][CH:37]=2)[CH2:32][CH2:31]1.